Dataset: CYP2C9 inhibition data for predicting drug metabolism from PubChem BioAssay. Task: Regression/Classification. Given a drug SMILES string, predict its absorption, distribution, metabolism, or excretion properties. Task type varies by dataset: regression for continuous measurements (e.g., permeability, clearance, half-life) or binary classification for categorical outcomes (e.g., BBB penetration, CYP inhibition). Dataset: cyp2c9_veith. (1) The compound is COc1ccc(C2C(C(=O)N3CCN(C)CC3)c3ccccc3C(=O)N2C2CCCCC2)cc1. The result is 0 (non-inhibitor). (2) The drug is N[C@H](CCl)C(=O)O. The result is 0 (non-inhibitor). (3) The molecule is NCCCP(=O)(O)CC1CCCCC1. The result is 0 (non-inhibitor). (4) The molecule is CN(C)C(=O)c1ccc(-c2nccc(NCc3ccccc3)n2)cc1. The result is 0 (non-inhibitor). (5) The drug is CC(=O)[C@H]1CC[C@H]2[C@@H]3C=CC4=CC(=O)CC[C@@]4(C)[C@H]3CC[C@]12C. The result is 0 (non-inhibitor). (6) The drug is Cc1ccc2c(n1)CC(C)(C)CC2=O. The result is 0 (non-inhibitor). (7) The drug is O=c1c2ccccc2nc2n1CC/C2=C\c1ccccc1[N+](=O)[O-]. The result is 1 (inhibitor). (8) The molecule is Cn1cnc2c1c(=O)[nH]c(=O)n2C. The result is 0 (non-inhibitor). (9) The compound is Cc1ccc(C(=O)CNc2nc3c(c(=O)[nH]c(=O)n3C)n2Cc2ccccc2)cc1. The result is 1 (inhibitor). (10) The drug is COc1cc(OC)c(NC(=S)Nc2cccc(C(C)=O)c2)cc1Cl. The result is 1 (inhibitor).